This data is from Forward reaction prediction with 1.9M reactions from USPTO patents (1976-2016). The task is: Predict the product of the given reaction. (1) Given the reactants Cl.[CH2:2]([NH:4][C:5]([N:7]1[N:11]=[CH:10][C:9]2([CH2:15][CH2:14][CH2:13][CH2:12]2)[CH2:8]1)=[NH:6])[CH3:3].[C:16]([NH:19][C:20]1[CH:25]=[CH:24][C:23]([S:26](Cl)(=[O:28])=[O:27])=[CH:22][CH:21]=1)(=[O:18])[CH3:17].C(N(CC)CC)C, predict the reaction product. The product is: [CH2:8]1[C:9]2([CH2:15][CH2:14][CH2:13][CH2:12]2)[CH:10]=[N:11][N:7]1[C:5](=[N:6][S:26]([C:23]1[CH:22]=[CH:21][C:20]([NH:19][C:16](=[O:18])[CH3:17])=[CH:25][CH:24]=1)(=[O:28])=[O:27])[NH:4][CH2:2][CH3:3]. (2) Given the reactants [Cl:1][C:2]1[CH:3]=[C:4]([C:8]2[C:9]([O:24][CH3:25])=[N:10][CH:11]=[C:12]([CH2:14][C:15]3[CH:20]=[CH:19][C:18]([N+:21]([O-])=O)=[CH:17][CH:16]=3)[CH:13]=2)[CH:5]=[CH:6][CH:7]=1.BrCC1C=C(C2C=CC=C(Cl)C=2)[C:31]([O:34]C)=[N:32]C=1.[N+](C1C=CC(B(O)O)=CC=1)([O-])=O, predict the reaction product. The product is: [Cl:1][C:2]1[CH:3]=[C:4]([C:8]2[CH:13]=[C:12]([CH2:14][C:15]3[CH:20]=[CH:19][C:18]([NH:21][C:31]([NH2:32])=[O:34])=[CH:17][CH:16]=3)[CH:11]=[N:10][C:9]=2[O:24][CH3:25])[CH:5]=[CH:6][CH:7]=1.